This data is from Full USPTO retrosynthesis dataset with 1.9M reactions from patents (1976-2016). The task is: Predict the reactants needed to synthesize the given product. (1) Given the product [Br:1][C:2]1[CH:3]=[C:4]([N:11]2[CH2:15][CH2:14][C:13]([C:20]3[CH:21]=[C:22]([Cl:27])[CH:23]=[C:24]([Cl:26])[CH:25]=3)([C:16]([F:17])([F:18])[F:19])[CH2:12]2)[CH:5]=[CH:6][C:7]=1[NH2:8], predict the reactants needed to synthesize it. The reactants are: [Br:1][C:2]1[CH:3]=[C:4]([N:11]2[CH2:15][CH2:14][C:13]([C:20]3[CH:25]=[C:24]([Cl:26])[CH:23]=[C:22]([Cl:27])[CH:21]=3)([C:16]([F:19])([F:18])[F:17])[CH2:12]2)[CH:5]=[CH:6][C:7]=1[N+:8]([O-])=O.O1CCOCC1.Cl.C(=O)([O-])O.[Na+]. (2) Given the product [OH:2][C:3]1[CH:8]=[CH:7][C:6]([C:9]2[C:14]3[CH:15]=[CH:16][O:17][C:13]=3[C:12]([CH:18]=[O:19])=[CH:11][CH:10]=2)=[CH:5][CH:4]=1, predict the reactants needed to synthesize it. The reactants are: C[O:2][C:3]1[CH:8]=[CH:7][C:6]([C:9]2[C:14]3[CH:15]=[CH:16][O:17][C:13]=3[C:12]([CH:18]=[O:19])=[CH:11][CH:10]=2)=[CH:5][CH:4]=1.B(Br)(Br)Br.